This data is from Reaction yield outcomes from USPTO patents with 853,638 reactions. The task is: Predict the reaction yield, written as a fraction of the theoretical maximum amount of product (1.0 means a 100% yield; for example, 0.34 means a 34% yield). (1) The reactants are [CH2:1]([O:8][N:9]1[C:18]2[C:13](=[CH:14][C:15](Br)=[CH:16][N:17]=2)[C:12]([NH:20][CH2:21][C:22]2[CH:27]=[CH:26][C:25]([O:28][CH3:29])=[CH:24][C:23]=2[O:30][CH3:31])=[C:11]([C:32]([NH:34][CH2:35][C:36]2[CH:41]=[CH:40][C:39]([F:42])=[CH:38][C:37]=2[F:43])=[O:33])[C:10]1=[O:44])[C:2]1[CH:7]=[CH:6][CH:5]=[CH:4][CH:3]=1.[CH2:45]([CH:48]1[CH2:53][CH2:52][CH2:51][CH2:50][CH2:49]1)[C:46]#[CH:47]. No catalyst specified. The product is [CH2:1]([O:8][N:9]1[C:18]2[C:13](=[CH:14][C:15]([C:47]#[C:46][CH2:45][CH:48]3[CH2:53][CH2:52][CH2:51][CH2:50][CH2:49]3)=[CH:16][N:17]=2)[C:12]([NH:20][CH2:21][C:22]2[CH:27]=[CH:26][C:25]([O:28][CH3:29])=[CH:24][C:23]=2[O:30][CH3:31])=[C:11]([C:32]([NH:34][CH2:35][C:36]2[CH:41]=[CH:40][C:39]([F:42])=[CH:38][C:37]=2[F:43])=[O:33])[C:10]1=[O:44])[C:2]1[CH:7]=[CH:6][CH:5]=[CH:4][CH:3]=1. The yield is 0.790. (2) The reactants are F[C:2]1[CH:7]=[C:6]([S:8]([CH3:11])(=[O:10])=[O:9])[CH:5]=[CH:4][C:3]=1[N:12]1[C:16]2=[N:17][CH:18]=[N:19][C:20]([OH:21])=[C:15]2[CH:14]=[N:13]1.[CH3:22][NH:23][CH3:24]. The catalyst is CS(C)=O. The product is [CH3:22][N:23]([CH3:24])[C:2]1[CH:7]=[C:6]([S:8]([CH3:11])(=[O:10])=[O:9])[CH:5]=[CH:4][C:3]=1[N:12]1[C:16]2=[N:17][CH:18]=[N:19][C:20]([OH:21])=[C:15]2[CH:14]=[N:13]1. The yield is 0.890. (3) The reactants are [C:1]1(B(O)O)[CH:6]=[CH:5][CH:4]=[C:3]([B:7]([OH:9])[OH:8])[CH:2]=1.Br[C:14]1[N:18]([CH3:19])[CH:17]=[N:16][CH:15]=1.P([O-])([O-])([O-])=O.[K+].[K+].[K+].C1(P(C2CCCCC2)C2C=CC=CC=2C2C=CC=CC=2N(C)C)CCCCC1. The catalyst is C1C=CC(/C=C/C(/C=C/C2C=CC=CC=2)=O)=CC=1.C1C=CC(/C=C/C(/C=C/C2C=CC=CC=2)=O)=CC=1.C1C=CC(/C=C/C(/C=C/C2C=CC=CC=2)=O)=CC=1.[Pd].[Pd].CC(N(C)C)=O. The product is [CH3:19][N:18]1[C:14]([C:1]2[CH:2]=[C:3]([B:7]([OH:9])[OH:8])[CH:4]=[CH:5][CH:6]=2)=[CH:15][N:16]=[CH:17]1. The yield is 0.450. (4) The reactants are C1C2C(OC(=O)[N:16](C)[CH2:17][C:18](=[O:45])[NH:19][C:20]3[C:29]([NH2:30])=[C:28]4[C:23]([C@@H:24]([C:34]5[CH:39]=[C:38]([O:40][CH3:41])[C:37]([O:42][CH3:43])=[C:36]([Br:44])[CH:35]=5)[C:25]([C:32]#[N:33])=[C:26]([NH2:31])[O:27]4)=[CH:22][CH:21]=3)C3C(=CC=CC=3)C=2C=CC=1.C(Cl)Cl.[OH-].[Na+]. The catalyst is CO. The product is [NH2:16][CH2:17][C:18]([NH:19][C:20]1[C:29]([NH2:30])=[C:28]2[C:23]([C@@H:24]([C:34]3[CH:39]=[C:38]([O:40][CH3:41])[C:37]([O:42][CH3:43])=[C:36]([Br:44])[CH:35]=3)[C:25]([C:32]#[N:33])=[C:26]([NH2:31])[O:27]2)=[CH:22][CH:21]=1)=[O:45]. The yield is 0.350. (5) The product is [CH:22]1([C:20]([N:17]2[CH2:18][CH2:19][C@@H:15]([CH2:14][N:13]3[C:12](=[O:25])[C:11]([CH2:26][CH3:27])=[C:10]([CH3:28])[N:9]=[C:8]3[C:5]3[CH:6]=[CH:7][C:2]([C:35]4[CH:36]=[C:37]5[C:32]([CH:31]=[CH:30][NH:29]5)=[CH:33][CH:34]=4)=[CH:3][CH:4]=3)[CH2:16]2)=[O:21])[CH2:24][CH2:23]1. The yield is 0.362. The catalyst is O1CCOCC1.C1C=CC(P(C2C=CC=CC=2)[C-]2C=CC=C2)=CC=1.C1C=CC(P(C2C=CC=CC=2)[C-]2C=CC=C2)=CC=1.Cl[Pd]Cl.[Fe+2].C(Cl)Cl. The reactants are Br[C:2]1[CH:7]=[CH:6][C:5]([C:8]2[N:13]([CH2:14][C@@H:15]3[CH2:19][CH2:18][N:17]([C:20]([CH:22]4[CH2:24][CH2:23]4)=[O:21])[CH2:16]3)[C:12](=[O:25])[C:11]([CH2:26][CH3:27])=[C:10]([CH3:28])[N:9]=2)=[CH:4][CH:3]=1.[NH:29]1[C:37]2[C:32](=[CH:33][CH:34]=[C:35](B(O)O)[CH:36]=2)[CH:31]=[CH:30]1.C(=O)([O-])[O-].[K+].[K+]. (6) The reactants are C([C@:8]([CH2:39][NH2:40])([CH2:31][C:32]1[CH:37]=[CH:36][C:35]([Cl:38])=[CH:34][CH:33]=1)[C:9]([N:11]1[CH2:16][CH2:15][N:14]([C:17]2[C:18]3[C:25]([C:26]4[S:27][CH:28]=[CH:29][CH:30]=4)=[CH:24][NH:23][C:19]=3[N:20]=[CH:21][N:22]=2)[CH2:13][CH2:12]1)=[O:10])(OC(C)(C)C)=O.[ClH:41].O1CCOCC1. The catalyst is O1CCOCC1. The product is [ClH:38].[ClH:41].[NH2:40][CH2:39][C@H:8]([CH2:31][C:32]1[CH:33]=[CH:34][C:35]([Cl:38])=[CH:36][CH:37]=1)[C:9]([N:11]1[CH2:16][CH2:15][N:14]([C:17]2[C:18]3[C:25]([C:26]4[S:27][CH:28]=[CH:29][CH:30]=4)=[CH:24][NH:23][C:19]=3[N:20]=[CH:21][N:22]=2)[CH2:13][CH2:12]1)=[O:10]. The yield is 0.670. (7) The reactants are [NH:1]([C:3](=[O:9])[C:4](OCC)=[O:5])[NH2:2].[CH3:10][NH:11][CH3:12]. No catalyst specified. The product is [NH:1]([C:3](=[O:9])[C:4]([N:11]([CH3:12])[CH3:10])=[O:5])[NH2:2]. The yield is 0.760.